The task is: Predict which catalyst facilitates the given reaction.. This data is from Catalyst prediction with 721,799 reactions and 888 catalyst types from USPTO. (1) Reactant: Br[C:2]1[CH:7]=[CH:6][C:5]([O:8][C:9]([F:12])([F:11])[F:10])=[CH:4][C:3]=1[O:13][CH2:14]OC.Br[C:18]1C=CC(OC(F)(F)F)=C[C:19]=1O.[CH3:30][CH2:31][N:32](C(C)C)[CH:33](C)[CH3:34].C([Cl:42])OC. Product: [Cl-:42].[F:12][C:9]([F:10])([F:11])[O:8][C:5]1[CH:6]=[CH:7][CH:2]=[C:3]2[C:4]=1[CH2:18][CH2:19][C:14]1([O:13]2)[CH2:34][CH2:33][NH2+:32][CH2:31][CH2:30]1. The catalyst class is: 34. (2) Reactant: [CH:1]1([N:6]2[CH2:12][C:11]([F:14])([F:13])[C:10](=[O:15])[N:9]([CH3:16])[C:8]3[CH:17]=[N:18][C:19]([NH:21][C:22]4[C:30]([F:31])=[CH:29][C:25]([C:26]([OH:28])=O)=[C:24]([F:32])[CH:23]=4)=[N:20][C:7]2=3)[CH2:5][CH2:4][CH2:3][CH2:2]1.ON1C2C=CC=CC=2N=N1.F[P-](F)(F)(F)(F)F.CN(C(N(C)C)=[N+]1C2C=CC=CC=2[N+]([O-])=N1)C.C(N(C(C)C)CC)(C)C.[NH2:76][CH:77]1[CH2:82][CH2:81][N:80]([CH3:83])[CH2:79][CH2:78]1. Product: [CH:1]1([N:6]2[CH2:12][C:11]([F:14])([F:13])[C:10](=[O:15])[N:9]([CH3:16])[C:8]3[CH:17]=[N:18][C:19]([NH:21][C:22]4[C:30]([F:31])=[CH:29][C:25]([C:26]([NH:76][CH:77]5[CH2:82][CH2:81][N:80]([CH3:83])[CH2:79][CH2:78]5)=[O:28])=[C:24]([F:32])[CH:23]=4)=[N:20][C:7]2=3)[CH2:2][CH2:3][CH2:4][CH2:5]1. The catalyst class is: 9. (3) Reactant: Br[C:2]1[CH:12]=[CH:11][C:5]([C:6]([N:8]([CH3:10])[CH3:9])=[O:7])=[CH:4][C:3]=1[Cl:13].C([O-])(=O)C.[K+].[B:19]1([B:19]2[O:23][C:22]([CH3:25])([CH3:24])[C:21]([CH3:27])([CH3:26])[O:20]2)[O:23][C:22]([CH3:25])([CH3:24])[C:21]([CH3:27])([CH3:26])[O:20]1.O. Product: [Cl:13][C:3]1[CH:4]=[C:5]([CH:11]=[CH:12][C:2]=1[B:19]1[O:23][C:22]([CH3:25])([CH3:24])[C:21]([CH3:27])([CH3:26])[O:20]1)[C:6]([N:8]([CH3:10])[CH3:9])=[O:7]. The catalyst class is: 12. (4) Reactant: Cl[C:2]1[N:10]=[C:9]([F:11])[N:8]=[C:7]2[C:3]=1[NH:4][CH:5]=[N:6]2.CCN(C(C)C)C(C)C.[CH3:21][C:22]1[C:23]([CH2:28][NH2:29])=[N:24][CH:25]=[CH:26][CH:27]=1. Product: [F:11][C:9]1[N:8]=[C:7]2[C:3]([N:4]=[CH:5][NH:6]2)=[C:2]([NH:29][CH2:28][C:23]2[C:22]([CH3:21])=[CH:27][CH:26]=[CH:25][N:24]=2)[N:10]=1. The catalyst class is: 114. (5) Reactant: [Br:1][C:2]1[N:7]=[C:6]([C:8]([OH:10])=O)[CH:5]=[CH:4][CH:3]=1.Cl.[CH:12]12[CH2:21][CH:16]3[CH2:17][CH:18]([CH2:20][CH:14]([CH2:15]3)[CH:13]1[NH2:22])[CH2:19]2.C(N(CC)C(C)C)(C)C.CN(C(ON1N=NC2C=CC=CC1=2)=[N+](C)C)C.F[P-](F)(F)(F)(F)F. The catalyst class is: 10. Product: [CH:12]12[CH2:21][CH:16]3[CH2:17][CH:18]([CH2:20][CH:14]([CH2:15]3)[CH:13]1[NH:22][C:8](=[O:10])[C:6]1[CH:5]=[CH:4][CH:3]=[C:2]([Br:1])[N:7]=1)[CH2:19]2. (6) Reactant: CO[C:3]([C:5]1[C:10]([C:11](Cl)=[O:12])=[CH:9][CH:8]=[CH:7][N:6]=1)=[O:4].[C:14]1([C:20]2[N:21]=[C:22]3[N:27]=[C:26]([NH2:28])[CH:25]=[CH:24][N:23]3[CH:29]=2)[CH:19]=[CH:18][CH:17]=[CH:16][CH:15]=1.C([N:32]([CH2:35][CH3:36])[CH2:33]C)C. Product: [N:32]1([C:3]([C:5]2[N:6]=[CH:7][CH:8]=[CH:9][C:10]=2[C:11]([NH:28][C:26]2[CH:25]=[CH:24][N:23]3[CH:29]=[C:20]([C:14]4[CH:15]=[CH:16][CH:17]=[CH:18][CH:19]=4)[N:21]=[C:22]3[N:27]=2)=[O:12])=[O:4])[CH2:33][CH2:36][CH2:35]1. The catalyst class is: 4. (7) Reactant: O[C:2]1[CH:3]=[C:4]([C:8]#N)[CH:5]=[N:6]C=1.C[Li].S(=O)(=O)(O)[OH:13].Cl.[Cl-].[Na+].CC[O:22][CH2:23][CH3:24]. Product: [C:3]([C:4]1[CH:8]=[C:23]([OH:22])[CH:24]=[N:6][CH:5]=1)(=[O:13])[CH3:2]. The catalyst class is: 1.